This data is from Full USPTO retrosynthesis dataset with 1.9M reactions from patents (1976-2016). The task is: Predict the reactants needed to synthesize the given product. (1) The reactants are: [O:1]=[C:2]1[NH:6][C:5](=[O:7])[CH2:4][N:3]1[C@@H:8]([C@@H:16]([CH3:19])[CH2:17][CH3:18])[C:9]([O:11][C:12]([CH3:15])([CH3:14])[CH3:13])=[O:10].[CH:20]([C:23]1[S:24][CH:25]=[C:26]([CH2:28]O)[N:27]=1)([CH3:22])[CH3:21].C1(P(C2C=CC=CC=2)C2C=CC=CC=2)C=CC=CC=1.N(C(OCC)=O)=NC(OCC)=O. Given the product [CH:20]([C:23]1[S:24][CH:25]=[C:26]([CH2:28][N:6]2[C:5](=[O:7])[CH2:4][N:3]([C@@H:8]([C@@H:16]([CH3:19])[CH2:17][CH3:18])[C:9]([O:11][C:12]([CH3:13])([CH3:14])[CH3:15])=[O:10])[C:2]2=[O:1])[N:27]=1)([CH3:22])[CH3:21], predict the reactants needed to synthesize it. (2) Given the product [CH:36]([N:39]([CH2:18][CH2:17][CH:16]([C:10]1[CH:11]=[C:12]([Br:15])[CH:13]=[CH:14][C:9]=1[O:8][CH2:1][C:2]1[CH:3]=[CH:4][CH:5]=[CH:6][CH:7]=1)[C:30]1[CH:35]=[CH:34][CH:33]=[CH:32][CH:31]=1)[CH:40]([CH3:42])[CH3:41])([CH3:38])[CH3:37], predict the reactants needed to synthesize it. The reactants are: [CH2:1]([O:8][C:9]1[CH:14]=[CH:13][C:12]([Br:15])=[CH:11][C:10]=1[CH:16]([C:30]1[CH:35]=[CH:34][CH:33]=[CH:32][CH:31]=1)[CH2:17][CH2:18]OS(C1C=CC(C)=CC=1)(=O)=O)[C:2]1[CH:7]=[CH:6][CH:5]=[CH:4][CH:3]=1.[CH:36]([NH:39][CH:40]([CH3:42])[CH3:41])([CH3:38])[CH3:37].O.Cl. (3) The reactants are: C([O:8][C:9]1[CH:10]=[CH:11][C:12]2[C:13]3[S:22][C:21]([CH2:23][CH3:24])=[N:20][C:14]=3[C:15]([NH2:19])=[N:16][C:17]=2[CH:18]=1)C1C=CC=CC=1.Br.[OH-].[Na+]. Given the product [NH2:19][C:15]1[C:14]2[N:20]=[C:21]([CH2:23][CH3:24])[S:22][C:13]=2[C:12]2[CH:11]=[CH:10][C:9]([OH:8])=[CH:18][C:17]=2[N:16]=1, predict the reactants needed to synthesize it. (4) Given the product [CH3:4][C:5]1[C:13]2[C:8](=[CH:9][C:10]([N+:14]([O-:16])=[O:15])=[CH:11][CH:12]=2)[N:7]([C:17]([O:19][C:20]([CH3:23])([CH3:22])[CH3:21])=[O:18])[N:6]=1, predict the reactants needed to synthesize it. The reactants are: ClCCl.[CH3:4][C:5]1[C:13]2[C:8](=[CH:9][C:10]([N+:14]([O-:16])=[O:15])=[CH:11][CH:12]=2)[NH:7][N:6]=1.[C:17](O[C:17]([O:19][C:20]([CH3:23])([CH3:22])[CH3:21])=[O:18])([O:19][C:20]([CH3:23])([CH3:22])[CH3:21])=[O:18].C(N(CC)CC)C. (5) Given the product [CH:15]1([CH:20]([N:12]2[CH:13]=[C:9]([B:4]3[O:5][C:6]([CH3:7])([CH3:8])[C:2]([CH3:14])([CH3:1])[O:3]3)[CH:10]=[N:11]2)[CH2:21][C:22]#[N:23])[CH2:19][CH2:18][CH2:17][CH2:16]1, predict the reactants needed to synthesize it. The reactants are: [CH3:1][C:2]1([CH3:14])[C:6]([CH3:8])([CH3:7])[O:5][B:4]([C:9]2[CH:10]=[N:11][NH:12][CH:13]=2)[O:3]1.[CH:15]1([CH:20]=[CH:21][C:22]#[N:23])[CH2:19][CH2:18][CH2:17][CH2:16]1.N12CCCN=C1CCCCC2. (6) Given the product [Br:20][C:21]1[C:22]([C:28]2[S:29][CH:30]=[CH:31][CH:32]=2)=[N:23][N:24]([CH2:13][C:14]([F:15])([F:16])[F:17])[C:25]=1[CH:26]=[O:27], predict the reactants needed to synthesize it. The reactants are: C(=O)([O-])[O-].[Cs+].[Cs+].FC(F)(F)S(O[CH2:13][C:14]([F:17])([F:16])[F:15])(=O)=O.[Br:20][C:21]1[C:22]([C:28]2[S:29][CH:30]=[CH:31][CH:32]=2)=[N:23][NH:24][C:25]=1[CH:26]=[O:27].O.